This data is from Reaction yield outcomes from USPTO patents with 853,638 reactions. The task is: Predict the reaction yield, written as a fraction of the theoretical maximum amount of product (1.0 means a 100% yield; for example, 0.34 means a 34% yield). (1) The reactants are CC([S-:4])=O.[K+].[F:6][C:7]([F:12])([F:11])[CH2:8][CH2:9]I.C(=O)([O-])[O-].[K+].[K+].[Br:19][C:20]1[CH:25]=[C:24]([CH:26](Cl)[C:27]2[C:32]([F:33])=[CH:31][CH:30]=[C:29]([F:34])[C:28]=2[F:35])[C:23]([Cl:37])=[CH:22][N:21]=1. The catalyst is CO.CC(C)=O. The product is [Br:19][C:20]1[CH:25]=[C:24]([CH:26]([C:27]2[C:32]([F:33])=[CH:31][CH:30]=[C:29]([F:34])[C:28]=2[F:35])[S:4][CH2:9][CH2:8][C:7]([F:12])([F:11])[F:6])[C:23]([Cl:37])=[CH:22][N:21]=1. The yield is 0.280. (2) The reactants are [Cl:1][C:2]1[CH:3]=[C:4]([C:12]2[N:16]=[C:15]([C:17]3[CH:22]=[CH:21][C:20]([CH2:23]O)=[CH:19][CH:18]=3)[O:14][N:13]=2)[CH:5]=[CH:6][C:7]=1[O:8][CH:9]([CH3:11])[CH3:10].C1CCN2C(=NCCC2)CC1.P([N:52]=[N+:53]=[N-:54])(=O)(OC1C=CC=CC=1)OC1C=CC=CC=1.C([O-])(O)=O.[Na+]. The catalyst is C1COCC1.CCOCC. The product is [N:52]([CH2:23][C:20]1[CH:21]=[CH:22][C:17]([C:15]2[O:14][N:13]=[C:12]([C:4]3[CH:5]=[CH:6][C:7]([O:8][CH:9]([CH3:11])[CH3:10])=[C:2]([Cl:1])[CH:3]=3)[N:16]=2)=[CH:18][CH:19]=1)=[N+:53]=[N-:54]. The yield is 0.600. (3) The reactants are [Si:1]([O:18][C@@H:19]1[CH2:23][CH2:22][N:21]([C:24]2[CH:29]=[CH:28][C:27]([S:30]([NH:33][C:34]3[S:35][CH:36]=[CH:37][N:38]=3)(=[O:32])=[O:31])=[CH:26][CH:25]=2)[C:20]1=[O:39])([C:14]([CH3:17])([CH3:16])[CH3:15])([C:8]1[CH:13]=[CH:12][CH:11]=[CH:10][CH:9]=1)[C:2]1[CH:7]=[CH:6][CH:5]=[CH:4][CH:3]=1.[CH:40](N(CC)C(C)C)([CH3:42])[CH3:41].C(Br)C=C. The catalyst is C(Cl)Cl. The product is [CH2:42]([N:33]([C:34]1[S:35][CH:36]=[CH:37][N:38]=1)[S:30]([C:27]1[CH:28]=[CH:29][C:24]([N:21]2[CH2:22][CH2:23][C@@H:19]([O:18][Si:1]([C:14]([CH3:15])([CH3:17])[CH3:16])([C:2]3[CH:7]=[CH:6][CH:5]=[CH:4][CH:3]=3)[C:8]3[CH:9]=[CH:10][CH:11]=[CH:12][CH:13]=3)[C:20]2=[O:39])=[CH:25][CH:26]=1)(=[O:31])=[O:32])[CH:40]=[CH2:41]. The yield is 0.840. (4) The reactants are Cl.[CH2:2]([N:4]=C=NCCCN(C)C)C.Cl.[CH2:14]([O:16][C:17]1[CH:18]=[C:19]2[C:24](=[C:25]3[CH2:29][C:28]([CH3:31])([CH3:30])[O:27][C:26]=13)[C:23]([C:32]1[CH:33]=[C:34]([CH:38]=[CH:39][CH:40]=1)[C:35]([OH:37])=O)=[N:22][C:21]([CH3:42])([CH3:41])[CH2:20]2)[CH3:15].O.ON1C2C=CC=CC=2N=N1.CN.CO. The catalyst is CN(C)C=O.O. The product is [CH2:14]([O:16][C:17]1[CH:18]=[C:19]2[C:24](=[C:25]3[CH2:29][C:28]([CH3:30])([CH3:31])[O:27][C:26]=13)[C:23]([C:32]1[CH:33]=[C:34]([CH:38]=[CH:39][CH:40]=1)[C:35]([NH:4][CH3:2])=[O:37])=[N:22][C:21]([CH3:41])([CH3:42])[CH2:20]2)[CH3:15]. The yield is 0.840. (5) The product is [Br:1][C:2]1[N:3]=[C:4]([NH:8][C:9]2[S:10][CH:13]=[CH:14][N:11]=2)[CH:5]=[CH:6][CH:7]=1. The yield is 0.960. The catalyst is C(O)C.O. The reactants are [Br:1][C:2]1[CH:7]=[CH:6][CH:5]=[C:4]([NH:8][C:9]([NH2:11])=[S:10])[N:3]=1.Cl[CH2:13][CH:14]=O. (6) The reactants are Br[C:2]1[CH:22]=[N:21][C:5]2[NH:6][C:7](=[O:20])[CH2:8][N:9]([CH2:11][CH2:12][CH2:13][N:14]3[CH2:19][CH2:18][O:17][CH2:16][CH2:15]3)[CH2:10][C:4]=2[CH:3]=1.[C:23]([O:27][C:28]([CH3:31])([CH3:30])[CH3:29])(=[O:26])[CH:24]=[CH2:25].C(N(C(C)C)C(C)C)C.CC1C=CC=CC=1P(C1C=CC=CC=1C)C1C=CC=CC=1C. The catalyst is C(#N)CC.CN(C=O)C.CCOCC.CC([O-])=O.CC([O-])=O.[Pd+2]. The product is [C:28]([O:27][C:23](=[O:26])/[CH:24]=[CH:25]/[C:2]1[CH:22]=[N:21][C:5]2[NH:6][C:7](=[O:20])[CH2:8][N:9]([CH2:11][CH2:12][CH2:13][N:14]3[CH2:19][CH2:18][O:17][CH2:16][CH2:15]3)[CH2:10][C:4]=2[CH:3]=1)([CH3:31])([CH3:30])[CH3:29]. The yield is 0.550. (7) The reactants are [Cl:1][C:2]1[CH:7]=[C:6](I)[C:5]([Cl:9])=[CH:4][N:3]=1.[NH2:10][C:11]1[CH:18]=[CH:17][CH:16]=[CH:15][C:12]=1[C:13]#[N:14].[O-]P(OP(OP([O-])([O-])=O)([O-])=O)(=O)[O-].[K+].[K+].[K+].[K+].[K+].N#N.C1C=CC(P(C2C(OC3C(P(C4C=CC=CC=4)C4C=CC=CC=4)=CC=CC=3)=CC=CC=2)C2C=CC=CC=2)=CC=1. The catalyst is O1CCOCC1.C([O-])(=O)C.[Pd+2].C([O-])(=O)C. The product is [Cl:1][C:2]1[CH:7]=[C:6]([NH:10][C:11]2[CH:18]=[CH:17][CH:16]=[CH:15][C:12]=2[C:13]#[N:14])[C:5]([Cl:9])=[CH:4][N:3]=1. The yield is 0.790. (8) The yield is 0.630. The product is [C:16]1([C:8]2[CH:7]=[CH:6][C:4]([NH2:5])=[CH:3][C:2]=2[F:1])[CH2:21][CH2:20][CH2:19][CH2:18][CH:17]=1. The catalyst is C(COC)OC.O. The reactants are [F:1][C:2]1[CH:3]=[C:4]([CH:6]=[CH:7][C:8]=1I)[NH2:5].C(=O)([O-])[O-].[K+].[K+].[C:16]1(B2OC(C)(C)C(C)(C)O2)[CH2:21][CH2:20][CH2:19][CH2:18][CH:17]=1. (9) The reactants are C(C1C=CC(OC2C(OC)=NN(CC(O)=O)C=2CC)=CC=1)#N.[C:23]([C:25]1[C:49]([CH3:50])=[CH:48][C:28]([O:29][C:30]2[C:31]([CH:45]3[CH2:47][CH2:46]3)=[N:32][N:33]([C:35]([CH3:44])([CH3:43])[C:36]([O:38]C(C)(C)C)=[O:37])[CH:34]=2)=[CH:27][C:26]=1[CH3:51])#[N:24]. No catalyst specified. The product is [C:23]([C:25]1[C:26]([CH3:51])=[CH:27][C:28]([O:29][C:30]2[C:31]([CH:45]3[CH2:47][CH2:46]3)=[N:32][N:33]([C:35]([CH3:44])([CH3:43])[C:36]([OH:38])=[O:37])[CH:34]=2)=[CH:48][C:49]=1[CH3:50])#[N:24]. The yield is 0.660. (10) The reactants are [CH2:1]([Mg]Cl)[C:2]1[CH:7]=[CH:6][CH:5]=[CH:4][CH:3]=1.CCOCC.[C:15](=[S:17])=[S:16].[C:18]([OH:25])(=[O:24])/[CH:19]=[CH:20]/[C:21]([OH:23])=[O:22]. The catalyst is O1CCCC1. The product is [C:2]1([CH2:1][C:15]([S:17][CH:20]([CH2:19][C:18]([OH:25])=[O:24])[C:21]([OH:23])=[O:22])=[S:16])[CH:7]=[CH:6][CH:5]=[CH:4][CH:3]=1. The yield is 0.330.